Dataset: Reaction yield outcomes from USPTO patents with 853,638 reactions. Task: Predict the reaction yield, written as a fraction of the theoretical maximum amount of product (1.0 means a 100% yield; for example, 0.34 means a 34% yield). (1) The reactants are C(OC([NH:8][C@H:9]1[C@H:14]([CH:15]2[CH2:20][CH2:19][CH2:18][CH2:17][CH2:16]2)[CH2:13][CH2:12][N:11]([C:21]([O:23][CH2:24][C:25]2[CH:30]=[CH:29][CH:28]=[CH:27][CH:26]=2)=[O:22])[CH2:10]1)=O)(C)(C)C.[OH-].[Na+]. The catalyst is Cl.C(#N)C. The product is [NH2:8][C@H:9]1[C@H:14]([CH:15]2[CH2:20][CH2:19][CH2:18][CH2:17][CH2:16]2)[CH2:13][CH2:12][N:11]([C:21]([O:23][CH2:24][C:25]2[CH:26]=[CH:27][CH:28]=[CH:29][CH:30]=2)=[O:22])[CH2:10]1. The yield is 0.860. (2) The reactants are C(O)(=O)C.[NH2:5][C:6]1[CH:11]=[C:10]([Cl:12])[CH:9]=[CH:8][C:7]=1[SH:13].[OH:14][C:15]1[CH:16]=[C:17]([CH:20]=[C:21]([OH:23])[CH:22]=1)[CH:18]=O.C([O-])(=O)C.[Na+]. The catalyst is O.C(OCC)(=O)C. The product is [Cl:12][C:10]1[CH:9]=[CH:8][C:7]2[S:13][C:18]([C:17]3[CH:20]=[C:21]([OH:23])[CH:22]=[C:15]([OH:14])[CH:16]=3)=[N:5][C:6]=2[CH:11]=1. The yield is 0.347. (3) The reactants are [Br:1][C:2]1[CH:3]=[CH:4][C:5](O)=[C:6]([C:8]2([CH2:23][OH:24])[C:16]3[C:11](=[CH:12][CH:13]=[CH:14][CH:15]=3)[N:10]([CH2:17][CH2:18][CH2:19][CH2:20][CH3:21])[C:9]2=[O:22])[CH:7]=1.C1(CCN2C3C(=CC=CC=3)C(C3C(O)=CC4OCOC=4C=3)(CO)C2=O)CC1. No catalyst specified. The product is [Br:1][C:2]1[CH:3]=[CH:4][C:5]2[O:24][CH2:23][C:8]3([C:16]4[C:11](=[CH:12][CH:13]=[CH:14][CH:15]=4)[N:10]([CH2:17][CH2:18][CH2:19][CH2:20][CH3:21])[C:9]3=[O:22])[C:6]=2[CH:7]=1. The yield is 0.0400. (4) The reactants are I[C:2]1[C:3]2[C:8]([C:9]([C:16]3[CH:21]=[CH:20][CH:19]=[CH:18][CH:17]=3)=[C:10]3[C:15]=1[CH:14]=[CH:13][CH:12]=[CH:11]3)=[CH:7][CH:6]=[CH:5][CH:4]=2.[Br:22][C:23]1[CH:28]=[CH:27][C:26](B(O)O)=[CH:25][CH:24]=1.C(=O)([O-])[O-].[K+].[K+]. The catalyst is C1C=CC([P]([Pd]([P](C2C=CC=CC=2)(C2C=CC=CC=2)C2C=CC=CC=2)([P](C2C=CC=CC=2)(C2C=CC=CC=2)C2C=CC=CC=2)[P](C2C=CC=CC=2)(C2C=CC=CC=2)C2C=CC=CC=2)(C2C=CC=CC=2)C2C=CC=CC=2)=CC=1.C1(C)C=CC=CC=1. The product is [C:16]1([C:9]2[C:10]3[C:15]([C:2]([C:26]4[CH:27]=[CH:28][C:23]([Br:22])=[CH:24][CH:25]=4)=[C:3]4[C:8]=2[CH:7]=[CH:6][CH:5]=[CH:4]4)=[CH:14][CH:13]=[CH:12][CH:11]=3)[CH:17]=[CH:18][CH:19]=[CH:20][CH:21]=1. The yield is 0.450. (5) The reactants are [CH3:1][N:2]([CH2:10][C@:11]1([C:23]2[CH:28]=[CH:27][CH:26]=[CH:25][CH:24]=2)[CH2:13][C@H:12]1[CH2:14][O:15]CC1C=CC=CC=1)[C:3](=[O:9])[O:4][C:5]([CH3:8])([CH3:7])[CH3:6]. The catalyst is [Pd].C(O)C. The product is [OH:15][CH2:14][C@@H:12]1[CH2:13][C@:11]1([CH2:10][N:2]([CH3:1])[C:3](=[O:9])[O:4][C:5]([CH3:6])([CH3:7])[CH3:8])[C:23]1[CH:24]=[CH:25][CH:26]=[CH:27][CH:28]=1. The yield is 0.950. (6) The reactants are [NH:1]1[CH:5]=[CH:4][N:3]=[C:2]1[C:6]([O:8][CH2:9][CH2:10][CH2:11][CH3:12])=[O:7].[CH2:13](Cl)[C:14]1[CH:19]=[CH:18][CH:17]=[CH:16][CH:15]=1. No catalyst specified. The product is [CH2:13]([N:1]1[CH:5]=[CH:4][N:3]=[C:2]1[C:6]([O:8][CH2:9][CH2:10][CH2:11][CH3:12])=[O:7])[C:14]1[CH:19]=[CH:18][CH:17]=[CH:16][CH:15]=1. The yield is 0.780. (7) The yield is 0.760. The reactants are [OH:1][C@H:2]1[C@H:7]([CH2:8][NH:9]CC2C=CC=CC=2)[CH2:6][CH2:5][N:4]([C:17]([O:19][C:20]([CH3:23])([CH3:22])[CH3:21])=[O:18])[CH2:3]1. The product is [NH2:9][CH2:8][C@@H:7]1[CH2:6][CH2:5][N:4]([C:17]([O:19][C:20]([CH3:22])([CH3:21])[CH3:23])=[O:18])[CH2:3][C@H:2]1[OH:1]. The catalyst is CO.[Pd].